Dataset: Full USPTO retrosynthesis dataset with 1.9M reactions from patents (1976-2016). Task: Predict the reactants needed to synthesize the given product. (1) The reactants are: Br[CH2:2][CH2:3][CH2:4][OH:5].[Br:6][C:7]1[CH:8]=[C:9]([SH:13])[CH:10]=[CH:11][CH:12]=1.C([O-])([O-])=[O:15].[Cs+].[Cs+].[OH2:20]. Given the product [Br:6][C:7]1[CH:8]=[C:9]([S:13]([CH2:2][CH2:3][CH2:4][OH:5])(=[O:15])=[O:20])[CH:10]=[CH:11][CH:12]=1, predict the reactants needed to synthesize it. (2) Given the product [CH2:1]([N:8]1[CH2:16][CH:15]2[CH:10]([CH2:11][N:12]([C:28]([O:27][C:24]([CH3:26])([CH3:25])[CH3:23])=[O:29])[CH2:13][CH2:14]2)[CH2:9]1)[C:2]1[CH:7]=[CH:6][CH:5]=[CH:4][CH:3]=1, predict the reactants needed to synthesize it. The reactants are: [CH2:1]([N:8]1[CH2:16][CH:15]2[CH:10]([CH2:11][NH:12][CH2:13][CH2:14]2)[CH2:9]1)[C:2]1[CH:7]=[CH:6][CH:5]=[CH:4][CH:3]=1.C([O-])([O-])=O.[Na+].[Na+].[CH3:23][C:24]([O:27][C:28](O[C:28]([O:27][C:24]([CH3:26])([CH3:25])[CH3:23])=[O:29])=[O:29])([CH3:26])[CH3:25]. (3) Given the product [CH3:47][O:46][CH2:45][C:40]1[C:39]([C:14]2[N:13]([CH2:28][O:29][CH2:30][CH2:31][Si:32]([CH3:34])([CH3:33])[CH3:35])[C:12](=[O:36])[C:11]3[C:16](=[C:17]([O:19][CH2:20][O:21][CH2:22][CH2:23][Si:24]([CH3:26])([CH3:27])[CH3:25])[CH:18]=[CH:9][CH:10]=3)[N:15]=2)=[CH:44][CH:43]=[CH:42][N:41]=1, predict the reactants needed to synthesize it. The reactants are: CC1(C)C(C)(C)OB([C:9]2[CH:10]=[C:11]3[C:16](=[C:17]([O:19][CH2:20][O:21][CH2:22][CH2:23][Si:24]([CH3:27])([CH3:26])[CH3:25])[CH:18]=2)[N:15]=[CH:14][N:13]([CH2:28][O:29][CH2:30][CH2:31][Si:32]([CH3:35])([CH3:34])[CH3:33])[C:12]3=[O:36])O1.Br[C:39]1[C:40]([CH2:45][O:46][CH3:47])=[N:41][CH:42]=[CH:43][CH:44]=1.C(=O)([O-])[O-].[Cs+].[Cs+].CO.ClCCl. (4) Given the product [Br:1][C:2]1[CH:10]=[C:9]2[C:5]([CH2:6][C:7](=[O:11])[NH:8]2)=[CH:4][CH:3]=1, predict the reactants needed to synthesize it. The reactants are: [Br:1][C:2]1[CH:10]=[C:9]2[C:5]([C:6](=O)[C:7](=[O:11])[NH:8]2)=[CH:4][CH:3]=1.NN.[OH-].[Na+]. (5) Given the product [CH2:1]([C:4]1[CH:13]=[CH:12][C:11]2[C:6](=[CH:7][CH:8]=[CH:9][CH:10]=2)[C:5]=1[CH:14]=[O:15])[CH2:2][CH3:3], predict the reactants needed to synthesize it. The reactants are: [CH:1]([C:4]1[CH:13]=[CH:12][C:11]2[C:6](=[CH:7][CH:8]=[CH:9][CH:10]=2)[C:5]=1[CH:14]=[O:15])=[CH:2][CH3:3].[H][H]. (6) Given the product [O:43]1[C:39]2[CH:38]=[CH:37][C:36]([C:2]3[CH:7]=[CH:6][C:5]([C:8]4[N:12]([CH2:13][C@@H:14]5[CH2:18][CH2:17][N:16]([C:19]([CH:21]6[CH2:22][CH2:23]6)=[O:20])[CH2:15]5)[C:11]5[CH:24]=[CH:25][CH:26]=[CH:27][C:10]=5[N:9]=4)=[CH:4][CH:3]=3)=[CH:44][C:40]=2[CH:41]=[CH:42]1, predict the reactants needed to synthesize it. The reactants are: Br[C:2]1[CH:7]=[CH:6][C:5]([C:8]2[N:12]([CH2:13][C@@H:14]3[CH2:18][CH2:17][N:16]([C:19]([CH:21]4[CH2:23][CH2:22]4)=[O:20])[CH2:15]3)[C:11]3[CH:24]=[CH:25][CH:26]=[CH:27][C:10]=3[N:9]=2)=[CH:4][CH:3]=1.CC1(C)C(C)(C)OB([C:36]2[CH:37]=[CH:38][C:39]3[O:43][CH:42]=[CH:41][C:40]=3[CH:44]=2)O1.C(=O)([O-])[O-].[Na+].[Na+].O. (7) Given the product [Br:5][C:6]1[CH:14]=[CH:13][C:9]([C:10]([N:23]2[CH2:24][CH2:25][N:20]([CH3:19])[CH2:21][CH2:22]2)=[O:12])=[C:8]([S:15]([CH3:18])(=[O:17])=[O:16])[CH:7]=1, predict the reactants needed to synthesize it. The reactants are: S(Cl)(Cl)=O.[Br:5][C:6]1[CH:14]=[CH:13][C:9]([C:10]([OH:12])=O)=[C:8]([S:15]([CH3:18])(=[O:17])=[O:16])[CH:7]=1.[CH3:19][N:20]1[CH2:25][CH2:24][NH:23][CH2:22][CH2:21]1.C(N(CC)CC)C. (8) Given the product [Cl:23][C:24]1[CH:29]=[CH:28][C:27]([F:38])=[C:26]([C:2]2[CH:3]=[C:4]([C:9]3[N:13]4[CH:14]=[CH:15][C:16]([C:19]([OH:22])([CH3:21])[CH3:20])=[C:17]([F:18])[C:12]4=[N:11][CH:10]=3)[CH:5]=[CH:6][C:7]=2[F:8])[CH:25]=1, predict the reactants needed to synthesize it. The reactants are: Cl[C:2]1[CH:3]=[C:4]([C:9]2[N:13]3[CH:14]=[CH:15][C:16]([C:19]([OH:22])([CH3:21])[CH3:20])=[C:17]([F:18])[C:12]3=[N:11][CH:10]=2)[CH:5]=[CH:6][C:7]=1[F:8].[Cl:23][C:24]1[CH:25]=[CH:26][C:27]([F:38])=[C:28](B2OCC(C)(C)CO2)[CH:29]=1. (9) The reactants are: [CH:1]1([C:4]2[C:5]([NH:14][C@H:15]3[CH2:19][CH2:18][CH2:17][C@@H:16]3[NH:20][C:21](=[O:33])[C:22]3[CH:27]=[CH:26][CH:25]=[CH:24][C:23]=3[N:28]3[N:32]=[CH:31][CH:30]=[N:29]3)=[N:6][CH:7]=[C:8]([C:10]([F:13])([F:12])[F:11])[N:9]=2)C[CH2:2]1.ClC1C(N[C@H]2CCC[C@@H]2NC(=O)C2C=CC=CC=2N2N=CC=N2)=NC=C(C(F)(F)F)N=1.C(B1OC(C)(C)C(C)(C)O1)=C.[H][H]. Given the product [CH2:1]([C:4]1[C:5]([NH:14][C@H:15]2[CH2:19][CH2:18][CH2:17][C@@H:16]2[NH:20][C:21](=[O:33])[C:22]2[CH:27]=[CH:26][CH:25]=[CH:24][C:23]=2[N:28]2[N:29]=[CH:30][CH:31]=[N:32]2)=[N:6][CH:7]=[C:8]([C:10]([F:12])([F:11])[F:13])[N:9]=1)[CH3:2], predict the reactants needed to synthesize it. (10) Given the product [Br:1][C:2]1[CH:3]=[CH:4][C:5]([NH:11][CH2:12][CH2:13][CH3:14])=[C:6]([CH:10]=1)[C:7]([NH:50][C:46]([CH3:47])([C:48]#[CH:49])[CH3:45])=[O:9], predict the reactants needed to synthesize it. The reactants are: [Br:1][C:2]1[CH:3]=[CH:4][C:5]([NH:11][CH2:12][CH2:13][CH3:14])=[C:6]([CH:10]=1)[C:7]([OH:9])=O.CCN=C=NCCCN(C)C.C1C=CC2N(O)N=NC=2C=1.CCN(C(C)C)C(C)C.[CH3:45][C:46]([NH2:50])([C:48]#[CH:49])[CH3:47].